This data is from Reaction yield outcomes from USPTO patents with 853,638 reactions. The task is: Predict the reaction yield, written as a fraction of the theoretical maximum amount of product (1.0 means a 100% yield; for example, 0.34 means a 34% yield). (1) The reactants are [CH2:1]1[O:3][C@@H:2]1[CH2:4][OH:5].[NH2:6][C:7]1[CH:16]=[C:15]2[C:10]([CH:11]=[C:12]([C:18]3[CH:23]=[CH:22][CH:21]=[CH:20][C:19]=3[C:24]([F:27])([F:26])[F:25])[NH:13][C:14]2=[O:17])=[CH:9][CH:8]=1. The catalyst is C(O)C. The product is [OH:3][C@H:2]([CH2:4][OH:5])[CH2:1][NH:6][C:7]1[CH:16]=[C:15]2[C:10]([CH:11]=[C:12]([C:18]3[CH:23]=[CH:22][CH:21]=[CH:20][C:19]=3[C:24]([F:27])([F:25])[F:26])[NH:13][C:14]2=[O:17])=[CH:9][CH:8]=1. The yield is 0.680. (2) The reactants are C(OC([N:8]1[CH2:12][CH2:11][C:10]2([CH2:16][CH2:15][N:14]([C:17]3[CH:18]=[N:19][C:20]([O:26][C:27]4[CH:32]=[CH:31][C:30]([O:33][C:34]5[CH:39]=[CH:38][CH:37]=[C:36]([F:40])[CH:35]=5)=[CH:29][CH:28]=4)=[C:21]([C:23](=[O:25])[NH2:24])[CH:22]=3)[CH2:13]2)[CH2:9]1)=O)(C)(C)C.Cl. The catalyst is C(Cl)Cl.O1CCOCC1. The product is [CH2:13]1[C:10]2([CH2:11][CH2:12][NH:8][CH2:9]2)[CH2:16][CH2:15][N:14]1[C:17]1[CH:18]=[N:19][C:20]([O:26][C:27]2[CH:28]=[CH:29][C:30]([O:33][C:34]3[CH:39]=[CH:38][CH:37]=[C:36]([F:40])[CH:35]=3)=[CH:31][CH:32]=2)=[C:21]([CH:22]=1)[C:23]([NH2:24])=[O:25]. The yield is 0.444. (3) The reactants are [OH:1][C:2]1[CH:9]=[C:8]([OH:10])[CH:7]=[CH:6][C:3]=1[CH:4]=[O:5].C(=O)([O-])O.[Na+].[I-].[K+].[CH2:18](Cl)[C:19]1[CH:24]=[CH:23][CH:22]=[CH:21][CH:20]=1.Cl. The catalyst is C(#N)C. The product is [CH2:18]([O:10][C:8]1[CH:7]=[CH:6][C:3]([CH:4]=[O:5])=[C:2]([OH:1])[CH:9]=1)[C:19]1[CH:24]=[CH:23][CH:22]=[CH:21][CH:20]=1. The yield is 0.560. (4) The product is [C:12]([NH:11][S:8]([C:5]1[CH:6]=[CH:7][C:2]([C:26]2[N:27]([CH3:28])[C:23]([C:21]#[N:22])=[CH:24][CH:25]=2)=[CH:3][C:4]=1[O:16][C:17]([F:20])([F:19])[F:18])(=[O:10])=[O:9])([CH3:15])([CH3:14])[CH3:13]. The yield is 0.190. The catalyst is C1C=CC(/C=C/C(/C=C/C2C=CC=CC=2)=O)=CC=1.C1C=CC(/C=C/C(/C=C/C2C=CC=CC=2)=O)=CC=1.C1C=CC(/C=C/C(/C=C/C2C=CC=CC=2)=O)=CC=1.[Pd].[Pd]. The reactants are Br[C:2]1[CH:7]=[CH:6][C:5]([S:8]([NH:11][C:12]([CH3:15])([CH3:14])[CH3:13])(=[O:10])=[O:9])=[C:4]([O:16][C:17]([F:20])([F:19])[F:18])[CH:3]=1.[C:21]([C:23]1[N:27]([CH3:28])[C:26](B(O)O)=[CH:25][CH:24]=1)#[N:22].[F-].[K+].C(P(C(C)(C)C)C(C)(C)C)(C)(C)C. (5) The reactants are [C:1]([C:5]1[CH:10]=[CH:9][N:8]([CH2:11][CH2:12][CH2:13][CH3:14])[C:7](=[NH:15])[CH:6]=1)([CH3:4])([CH3:3])[CH3:2].[F:16][C:17]1[CH:25]=[CH:24][C:23]([C:26]([F:29])([F:28])[F:27])=[CH:22][C:18]=1[C:19](O)=[O:20].CCN(CC)CC.CCCP(=O)=O. The catalyst is C1COCC1. The product is [CH2:11]([N:8]1[CH:9]=[CH:10][C:5]([C:1]([CH3:4])([CH3:3])[CH3:2])=[CH:6]/[C:7]/1=[N:15]\[C:19](=[O:20])[C:18]1[CH:22]=[C:23]([C:26]([F:27])([F:28])[F:29])[CH:24]=[CH:25][C:17]=1[F:16])[CH2:12][CH2:13][CH3:14]. The yield is 0.440. (6) The reactants are [NH2:1][C:2]1[CH:9]=[CH:8][C:5]([C:6]#[N:7])=[CH:4][CH:3]=1.[N-:10]=[N+:11]=[N-:12].[Na+].[NH4+].[Cl-]. The catalyst is CN(C=O)C.O. The product is [NH:10]1[C:6]([C:5]2[CH:8]=[CH:9][C:2]([NH2:1])=[CH:3][CH:4]=2)=[N:7][N:12]=[N:11]1. The yield is 0.540. (7) The reactants are [N+:1]([C:4]1[CH:5]=[CH:6][C:7]([N:10]2[CH2:14][CH2:13][CH2:12][CH2:11]2)=[N:8][CH:9]=1)([O-])=O.CN(C=O)C.O. The catalyst is C1COCC1.[Ni]. The product is [N:10]1([C:7]2[N:8]=[CH:9][C:4]([NH2:1])=[CH:5][CH:6]=2)[CH2:14][CH2:13][CH2:12][CH2:11]1. The yield is 0.970. (8) The reactants are ClC(OCC)=O.[O:7]=[C:8]1[CH:17]([C:18](O)=[O:19])[CH2:16][C:15]2[C:10](=[CH:11][CH:12]=[C:13]([C:21]3[CH:26]=[CH:25][C:24]([C:27]([F:30])([F:29])[F:28])=[CH:23][CH:22]=3)[CH:14]=2)[NH:9]1.C(N(CC)CC)C.[BH4-].[Na+].Cl. The catalyst is O1CCCC1.O. The product is [OH:19][CH2:18][CH:17]1[CH2:16][C:15]2[C:10](=[CH:11][CH:12]=[C:13]([C:21]3[CH:26]=[CH:25][C:24]([C:27]([F:28])([F:29])[F:30])=[CH:23][CH:22]=3)[CH:14]=2)[NH:9][C:8]1=[O:7]. The yield is 0.140. (9) The reactants are [Cl:1][C:2]1[CH:24]=[CH:23][C:5]([CH2:6][N:7]2[C:15]3[C:14](=[O:16])[NH:13][C:12](=[O:17])[N:11]([CH3:18])[C:10]=3[N:9]=[C:8]2[S:19](Cl)(=[O:21])=[O:20])=[CH:4][CH:3]=1.[CH:25]([NH2:28])([CH3:27])[CH3:26]. The catalyst is C(Cl)Cl. The product is [Cl:1][C:2]1[CH:24]=[CH:23][C:5]([CH2:6][N:7]2[C:15]3[C:14](=[O:16])[NH:13][C:12](=[O:17])[N:11]([CH3:18])[C:10]=3[N:9]=[C:8]2[S:19]([NH:28][CH:25]([CH3:27])[CH3:26])(=[O:21])=[O:20])=[CH:4][CH:3]=1. The yield is 0.486.